Dataset: Reaction yield outcomes from USPTO patents with 853,638 reactions. Task: Predict the reaction yield, written as a fraction of the theoretical maximum amount of product (1.0 means a 100% yield; for example, 0.34 means a 34% yield). (1) The reactants are Cl.[NH2:2][CH2:3][CH2:4][O:5][C:6]1[CH:13]=[C:12]([Br:14])[CH:11]=[CH:10][C:7]=1[C:8]#[N:9].C[Al](C)C. The catalyst is C1(C)C=CC=CC=1. The product is [Br:14][C:12]1[CH:11]=[CH:10][C:7]2[C:8](=[NH:9])[NH:2][CH2:3][CH2:4][O:5][C:6]=2[CH:13]=1. The yield is 0.800. (2) The reactants are C1COC2C=CC(NC3C(F)=CN=C(NC4C=CC=C(O)C=4)N=3)=CC=2O1.[NH2:27][C:28]1[CH:29]=[C:30]([CH:33]=[CH:34][CH:35]=1)[C:31]#[N:32].[Cl:36][C:37]1[N:42]=[C:41](Cl)[C:40]([F:44])=[CH:39][N:38]=1. No catalyst specified. The product is [Cl:36][C:37]1[N:42]=[C:41]([NH:27][C:28]2[CH:35]=[CH:34][CH:33]=[C:30]([C:31]#[N:32])[CH:29]=2)[C:40]([F:44])=[CH:39][N:38]=1. The yield is 0.860. (3) The reactants are [CH3:1][O:2][C:3]1[CH:4]=[C:5]2[C:9](=[CH:10][CH:11]=1)[NH:8][CH2:7][CH2:6]2.[C:12](OC(=O)C)(=[O:14])[CH3:13]. The catalyst is C(O)(=O)C. The product is [C:12]([N:8]1[C:9]2[C:5](=[CH:4][C:3]([O:2][CH3:1])=[CH:11][CH:10]=2)[CH2:6][CH2:7]1)(=[O:14])[CH3:13]. The yield is 0.910. (4) The reactants are [CH3:1][O:2][C:3]([C:5]1[S:6][C:7]([C:27]2[CH2:32][CH2:31][C:30]([CH3:34])([CH3:33])[CH2:29][CH:28]=2)=[CH:8][C:9]=1[N:10]([C@H:20]1[CH2:25][CH2:24][C@H:23]([OH:26])[CH2:22][CH2:21]1)[C:11]([C@H:13]1[CH2:18][CH2:17][C@H:16]([CH3:19])[CH2:15][CH2:14]1)=[O:12])=[O:4].[CH3:35]I.[H-].[Na+]. The catalyst is CN(C=O)C. The product is [CH3:1][O:2][C:3]([C:5]1[S:6][C:7]([C:27]2[CH2:32][CH2:31][C:30]([CH3:33])([CH3:34])[CH2:29][CH:28]=2)=[CH:8][C:9]=1[N:10]([C@H:20]1[CH2:25][CH2:24][C@H:23]([O:26][CH3:35])[CH2:22][CH2:21]1)[C:11]([C@H:13]1[CH2:18][CH2:17][C@H:16]([CH3:19])[CH2:15][CH2:14]1)=[O:12])=[O:4]. The yield is 0.460.